The task is: Predict the reactants needed to synthesize the given product.. This data is from Full USPTO retrosynthesis dataset with 1.9M reactions from patents (1976-2016). Given the product [NH2:35][C:32]1[CH:33]=[CH:34][C:29]([N:24]([C:5]2[C:4]([CH:1]3[CH2:3][CH2:2]3)=[CH:23][C:8]3[C:9]([C:19]([NH:21][CH3:22])=[O:20])=[C:10]([C:12]4[CH:13]=[CH:14][C:15]([F:18])=[CH:16][CH:17]=4)[O:11][C:7]=3[CH:6]=2)[S:25]([CH3:28])(=[O:27])=[O:26])=[C:30]([F:38])[CH:31]=1, predict the reactants needed to synthesize it. The reactants are: [CH:1]1([C:4]2[C:5]([N:24]([C:29]3[CH:34]=[CH:33][C:32]([N+:35]([O-])=O)=[CH:31][C:30]=3[F:38])[S:25]([CH3:28])(=[O:27])=[O:26])=[CH:6][C:7]3[O:11][C:10]([C:12]4[CH:17]=[CH:16][C:15]([F:18])=[CH:14][CH:13]=4)=[C:9]([C:19]([NH:21][CH3:22])=[O:20])[C:8]=3[CH:23]=2)[CH2:3][CH2:2]1.O.O.[Sn](Cl)Cl.